From a dataset of Peptide-MHC class I binding affinity with 185,985 pairs from IEDB/IMGT. Regression. Given a peptide amino acid sequence and an MHC pseudo amino acid sequence, predict their binding affinity value. This is MHC class I binding data. (1) The peptide sequence is YLDNVGVHI. The MHC is HLA-B15:01 with pseudo-sequence HLA-B15:01. The binding affinity (normalized) is 0.0847. (2) The MHC is HLA-A33:01 with pseudo-sequence HLA-A33:01. The binding affinity (normalized) is 0.261. The peptide sequence is SAYLISIFMH. (3) The peptide sequence is TVIYRGVNF. The MHC is HLA-B08:01 with pseudo-sequence HLA-B08:01. The binding affinity (normalized) is 0. (4) The peptide sequence is IVLPNKVRI. The MHC is HLA-A02:01 with pseudo-sequence HLA-A02:01. The binding affinity (normalized) is 0.0328. (5) The peptide sequence is NTDDFPLTL. The MHC is HLA-B15:01 with pseudo-sequence HLA-B15:01. The binding affinity (normalized) is 0.0847. (6) The peptide sequence is IKKSEIYVAW. The MHC is Mamu-B17 with pseudo-sequence Mamu-B17. The binding affinity (normalized) is 0.310. (7) The peptide sequence is RVQFIPGQR. The MHC is HLA-B40:01 with pseudo-sequence HLA-B40:01. The binding affinity (normalized) is 0.0847.